Dataset: Reaction yield outcomes from USPTO patents with 853,638 reactions. Task: Predict the reaction yield, written as a fraction of the theoretical maximum amount of product (1.0 means a 100% yield; for example, 0.34 means a 34% yield). (1) The yield is 0.460. The product is [CH3:1][C:2]1[CH:7]=[CH:6][C:5]([C:8]2[N:9]([C:10]3[CH:15]=[CH:14][C:13]([S:16]([CH3:19])(=[O:18])=[O:17])=[CH:12][CH:11]=3)[CH2:27][C:28]([OH:33])([C:29]([F:32])([F:31])[F:30])[N:20]=2)=[CH:4][N:3]=1. The reactants are [CH3:1][C:2]1[CH:7]=[CH:6][C:5]([C:8](=[NH:20])[NH:9][C:10]2[CH:15]=[CH:14][C:13]([S:16]([CH3:19])(=[O:18])=[O:17])=[CH:12][CH:11]=2)=[CH:4][N:3]=1.C(=O)(O)[O-].[Na+].Br[CH2:27][C:28](=[O:33])[C:29]([F:32])([F:31])[F:30]. The catalyst is C(O)(C)C. (2) The reactants are [CH3:1][O:2][CH2:3][C:4]1[N:8]([CH3:9])[N:7]=[C:6]([NH:10][C:11]2[C:12](=[O:27])[N:13]([CH3:26])[CH:14]=[C:15](B3OC(C)(C)C(C)(C)O3)[CH:16]=2)[CH:5]=1.Cl[C:29]1[C:34]([CH:35]=[O:36])=[C:33]([N:37]2[CH2:49][CH2:48][C:47]3[N:46]4[C:41]([CH2:42][CH2:43][CH2:44][CH2:45]4)=[CH:40][C:39]=3[C:38]2=[O:50])[N:32]=[CH:31][CH:30]=1.[O-]P([O-])([O-])=O.[K+].[K+].[K+].C([O-])(=O)C.[Na+]. The catalyst is C1C=CC(P(C2C=CC=CC=2)[C-]2C=CC=C2)=CC=1.C1C=CC(P(C2C=CC=CC=2)[C-]2C=CC=C2)=CC=1.Cl[Pd]Cl.[Fe+2].O.C(#N)C. The product is [CH3:1][O:2][CH2:3][C:4]1[N:8]([CH3:9])[N:7]=[C:6]([NH:10][C:11]2[C:12](=[O:27])[N:13]([CH3:26])[CH:14]=[C:15]([C:29]3[C:34]([CH:35]=[O:36])=[C:33]([N:37]4[CH2:49][CH2:48][C:47]5[N:46]6[C:41]([CH2:42][CH2:43][CH2:44][CH2:45]6)=[CH:40][C:39]=5[C:38]4=[O:50])[N:32]=[CH:31][CH:30]=3)[CH:16]=2)[CH:5]=1. The yield is 0.220. (3) The reactants are [S:1]1[C:5]([C:6]2[N:11]=[CH:10][C:9]3[CH:12]=[N:13][N:14]([C:15]4[N:20]=[C:19]([N:21]5[CH2:26][CH2:25][N:24](C(OC(C)(C)C)=O)[CH2:23][CH2:22]5)[CH:18]=[CH:17][CH:16]=4)[C:8]=3[CH:7]=2)=[CH:4][N:3]=[CH:2]1.O1CCOCC1. The catalyst is Cl. The product is [N:21]1([C:19]2[N:20]=[C:15]([N:14]3[C:8]4[CH:7]=[C:6]([C:5]5[S:1][CH:2]=[N:3][CH:4]=5)[N:11]=[CH:10][C:9]=4[CH:12]=[N:13]3)[CH:16]=[CH:17][CH:18]=2)[CH2:22][CH2:23][NH:24][CH2:25][CH2:26]1. The yield is 0.720. (4) The reactants are [C:1]([N:4]1[CH2:9][CH2:8][NH:7][CH2:6][CH2:5]1)(=[O:3])[CH3:2].CS(O[CH2:15][CH2:16][CH2:17][O:18][C:19]1[CH:24]=[CH:23][C:22]([N:25]2[CH2:30][CH2:29][N:28]([C:31]3[CH:32]=[CH:33][C:34]4[N:35]([C:37]([C:40]([F:43])([F:42])[F:41])=[N:38][N:39]=4)[N:36]=3)[CH2:27][CH2:26]2)=[CH:21][CH:20]=1)(=O)=O.CCN(C(C)C)C(C)C. The catalyst is CN(C=O)C.C(N1CCNCC1)(=O)C. The product is [C:1]([N:4]1[CH2:9][CH2:8][N:7]([CH2:15][CH2:16][CH2:17][O:18][C:19]2[CH:24]=[CH:23][C:22]([N:25]3[CH2:30][CH2:29][N:28]([C:31]4[CH:32]=[CH:33][C:34]5[N:35]([C:37]([C:40]([F:42])([F:41])[F:43])=[N:38][N:39]=5)[N:36]=4)[CH2:27][CH2:26]3)=[CH:21][CH:20]=2)[CH2:6][CH2:5]1)(=[O:3])[CH3:2]. The yield is 0.770. (5) The product is [Br:1][C:2]1[CH:3]=[CH:4][C:5]([O:34][CH3:35])=[C:6]([N:8]2[C:17]3[C:12](=[CH:13][C:14]([S:18]([N:43]([C:44]4[CH:48]=[CH:47][O:46][N:45]=4)[CH2:42][C:41]4[CH:40]=[CH:39][C:38]([O:37][CH3:36])=[CH:50][CH:49]=4)(=[O:20])=[O:19])=[CH:15][CH:16]=3)[CH:11]=[CH:10][C:9]2=[O:33])[CH:7]=1. The yield is 0.701. The reactants are [Br:1][C:2]1[CH:3]=[CH:4][C:5]([O:34][CH3:35])=[C:6]([N:8]2[C:17]3[C:12](=[CH:13][C:14]([S:18](OC4C(F)=C(F)C(F)=C(F)C=4F)(=[O:20])=[O:19])=[CH:15][CH:16]=3)[CH:11]=[CH:10][C:9]2=[O:33])[CH:7]=1.[CH3:36][O:37][C:38]1[CH:50]=[CH:49][C:41]([CH2:42][NH:43][C:44]2[CH:48]=[CH:47][O:46][N:45]=2)=[CH:40][CH:39]=1.C[Si]([N-][Si](C)(C)C)(C)C.[Li+]. No catalyst specified.